This data is from Forward reaction prediction with 1.9M reactions from USPTO patents (1976-2016). The task is: Predict the product of the given reaction. (1) Given the reactants [C:1]([O:5][C:6]([N:8]1[CH2:13][CH2:12][CH:11]([C:14]2[O:23][C:17]3=[CH:18][N:19]=[C:20](Cl)[CH:21]=[C:16]3[CH:15]=2)[CH2:10][CH2:9]1)=[O:7])([CH3:4])([CH3:3])[CH3:2].[CH3:24][S:25]([C:28]1[CH:33]=[CH:32][C:31](B(O)O)=[CH:30][CH:29]=1)(=[O:27])=[O:26], predict the reaction product. The product is: [C:1]([O:5][C:6]([N:8]1[CH2:13][CH2:12][CH:11]([C:14]2[O:23][C:17]3=[CH:18][N:19]=[C:20]([C:31]4[CH:32]=[CH:33][C:28]([S:25]([CH3:24])(=[O:27])=[O:26])=[CH:29][CH:30]=4)[CH:21]=[C:16]3[CH:15]=2)[CH2:10][CH2:9]1)=[O:7])([CH3:4])([CH3:3])[CH3:2]. (2) Given the reactants Br[C:2]1[C:10]2[C:5](=[CH:6][CH:7]=[C:8]([C:11]#[N:12])[CH:9]=2)[N:4]([CH:13]2[CH2:18][CH2:17][CH2:16][CH2:15][O:14]2)[N:3]=1.C[O:20][C:21]1[CH:22]=[C:23]2[C:28](=[CH:29][CH:30]=1)[CH:27]=[C:26](B(O)O)[CH:25]=[CH:24]2, predict the reaction product. The product is: [OH:20][C:21]1[CH:22]=[C:23]2[C:28](=[CH:29][CH:30]=1)[CH:27]=[C:26]([C:2]1[C:10]3[C:5](=[CH:6][CH:7]=[C:8]([C:11]#[N:12])[CH:9]=3)[N:4]([CH:13]3[CH2:18][CH2:17][CH2:16][CH2:15][O:14]3)[N:3]=1)[CH:25]=[CH:24]2. (3) Given the reactants [Cl:1][C:2]1[CH:3]=[C:4]([C:9]2([C:21]([F:24])([F:23])[F:22])[O:13][N:12]=[C:11]([C:14]3[CH:15]=[C:16]([CH:18]=[CH:19][CH:20]=3)[NH2:17])[CH2:10]2)[CH:5]=[C:6]([Cl:8])[CH:7]=1.Cl.[N:26]([O-])=O.[Na+].[Sn](Cl)Cl.[OH-].[Na+], predict the reaction product. The product is: [Cl:1][C:2]1[CH:3]=[C:4]([C:9]2([C:21]([F:22])([F:24])[F:23])[O:13][N:12]=[C:11]([C:14]3[CH:15]=[C:16]([NH:17][NH2:26])[CH:18]=[CH:19][CH:20]=3)[CH2:10]2)[CH:5]=[C:6]([Cl:8])[CH:7]=1. (4) Given the reactants [CH2:1]([C@@H:8]([NH:18][C:19](=[O:25])[O:20][C:21]([CH3:24])([CH3:23])[CH3:22])[CH2:9][NH:10]CC1C=CC=CC=1)[C:2]1[CH:7]=[CH:6][CH:5]=[CH:4][CH:3]=1, predict the reaction product. The product is: [NH2:10][CH2:9][C@H:8]([NH:18][C:19](=[O:25])[O:20][C:21]([CH3:23])([CH3:22])[CH3:24])[CH2:1][C:2]1[CH:7]=[CH:6][CH:5]=[CH:4][CH:3]=1. (5) Given the reactants [C:1]([C:3]1[CH:33]=[CH:32][C:6]([O:7][CH2:8][CH2:9][N:10]2[CH2:17][CH:16]3[O:18][CH:12]([CH2:13][N:14]([CH2:19][CH2:20][NH:21][S:22]([C:25]4[C:26]([CH3:31])=[N:27][O:28][C:29]=4[CH3:30])(=[O:24])=[O:23])[CH2:15]3)[CH2:11]2)=[CH:5][CH:4]=1)#[N:2].[C:34]([O-])([O-])=O.[Cs+].[Cs+].IC, predict the reaction product. The product is: [C:1]([C:3]1[CH:4]=[CH:5][C:6]([O:7][CH2:8][CH2:9][N:10]2[CH2:17][CH:16]3[O:18][CH:12]([CH2:13][N:14]([CH2:19][CH2:20][N:21]([CH3:34])[S:22]([C:25]4[C:26]([CH3:31])=[N:27][O:28][C:29]=4[CH3:30])(=[O:24])=[O:23])[CH2:15]3)[CH2:11]2)=[CH:32][CH:33]=1)#[N:2]. (6) Given the reactants Br[C:2]1[CH:3]=[CH:4][C:5]([NH:8][CH2:9][CH2:10][N:11]2[CH2:15][CH2:14][CH2:13][CH2:12]2)=[N:6][CH:7]=1.[Cl:16][C:17]1[CH:22]=[CH:21][C:20]([C:23]2[CH:24]=[CH:25][C:26]([C:29]#[CH:30])=[N:27][CH:28]=2)=[CH:19][CH:18]=1, predict the reaction product. The product is: [Cl:16][C:17]1[CH:18]=[CH:19][C:20]([C:23]2[CH:24]=[CH:25][C:26]([C:29]#[C:30][C:2]3[CH:3]=[CH:4][C:5]([NH:8][CH2:9][CH2:10][N:11]4[CH2:15][CH2:14][CH2:13][CH2:12]4)=[N:6][CH:7]=3)=[N:27][CH:28]=2)=[CH:21][CH:22]=1.